The task is: Predict which catalyst facilitates the given reaction.. This data is from Catalyst prediction with 721,799 reactions and 888 catalyst types from USPTO. (1) Reactant: [CH2:1]([O:3][C:4]1[CH:9]=[CH:8][C:7](/[CH:10]=[CH:11]/[C:12]([OH:14])=[O:13])=[CH:6][C:5]=1[O:15][CH2:16][CH2:17][CH3:18])[CH3:2]. Product: [CH2:1]([O:3][C:4]1[CH:9]=[CH:8][C:7](/[CH:10]=[CH:11]/[C:12]([O:14][CH2:9][CH2:4][CH2:5][CH2:6][CH2:7][CH2:10][CH2:11][CH2:12][OH:13])=[O:13])=[CH:6][C:5]=1[O:15][CH2:16][CH2:17][CH3:18])[CH3:2]. The catalyst class is: 133. (2) Reactant: [Br:1][C:2]1[CH:3]=[C:4]2[C:8](=[CH:9][CH:10]=1)[NH:7][CH:6]=[C:5]2[C:11]1[C:12](=[O:29])[NH:13][C:14](=[O:28])[C:15]=1[C:16]1[CH:17]=[C:18]2[C:23]3=[C:24]([CH:26]=[CH:27][N:22]3[CH2:21][CH2:20][CH2:19]2)[CH:25]=1.[Mg].Cl. Product: [Br:1][C:2]1[CH:3]=[C:4]2[C:8](=[CH:9][CH:10]=1)[NH:7][CH:6]=[C:5]2[C@H:11]1[C@H:15]([C:16]2[CH:17]=[C:18]3[C:23]4=[C:24]([CH:26]=[CH:27][N:22]4[CH2:21][CH2:20][CH2:19]3)[CH:25]=2)[C:14](=[O:28])[NH:13][C:12]1=[O:29]. The catalyst class is: 24.